Predict the reactants needed to synthesize the given product. From a dataset of Full USPTO retrosynthesis dataset with 1.9M reactions from patents (1976-2016). (1) The reactants are: [CH3:1][O:2][C:3]1[N:8]=[CH:7][C:6](B(O)O)=[CH:5][N:4]=1.Cl[C:13]1[N:18]=[C:17]([NH:19][C:20]([C:22]2([C:25]3[CH:35]=[CH:34][C:28]4[O:29][C:30]([F:33])([F:32])[O:31][C:27]=4[CH:26]=3)[CH2:24][CH2:23]2)=[O:21])[CH:16]=[CH:15][C:14]=1[CH3:36]. Given the product [F:33][C:30]1([F:32])[O:29][C:28]2[CH:34]=[CH:35][C:25]([C:22]3([C:20]([NH:19][C:17]4[CH:16]=[CH:15][C:14]([CH3:36])=[C:13]([C:6]5[CH:5]=[N:4][C:3]([O:2][CH3:1])=[N:8][CH:7]=5)[N:18]=4)=[O:21])[CH2:24][CH2:23]3)=[CH:26][C:27]=2[O:31]1, predict the reactants needed to synthesize it. (2) Given the product [C:28]12([CH2:38][O:39][C:40]3[C:48]([CH:49]4[CH2:50][CH2:51][CH2:52]4)=[CH:47][C:43]([C:44]([NH:66][S:63]([N:59]4[CH2:62][CH2:61][CH2:60]4)(=[O:65])=[O:64])=[O:46])=[C:42]([F:53])[CH:41]=3)[CH2:29][CH:30]3[CH2:36][CH:34]([CH2:33][CH:32]([CH2:31]3)[CH2:37]1)[CH2:35]2, predict the reactants needed to synthesize it. The reactants are: C(C1(COC2C(C3CC3)=CC(C(O)=O)=C(F)C=2)C2CC3CC(CC1C3)C2)#N.[C:28]12([CH2:38][O:39][C:40]3[C:48]([CH:49]4[CH2:52][CH2:51][CH2:50]4)=[CH:47][C:43]([C:44]([OH:46])=O)=[C:42]([F:53])[CH:41]=3)[CH2:37][CH:32]3[CH2:33][CH:34]([CH2:36][CH:30]([CH2:31]3)[CH2:29]1)[CH2:35]2.CS(N)(=O)=O.[N:59]1([S:63]([NH2:66])(=[O:65])=[O:64])[CH2:62][CH2:61][CH2:60]1. (3) Given the product [F:13][C:10]([F:11])([F:12])[C:6]1[CH:5]=[C:4]([CH:9]=[CH:8][CH:7]=1)[O:3][CH2:16][CH2:15][C:14]([OH:18])=[O:17], predict the reactants needed to synthesize it. The reactants are: [H-].[Na+].[OH:3][C:4]1[CH:5]=[C:6]([C:10]([F:13])([F:12])[F:11])[CH:7]=[CH:8][CH:9]=1.[C:14]1(=[O:18])[O:17][CH2:16][CH2:15]1.Cl. (4) Given the product [Cl:1][C:2]1[N:6]([CH3:7])[N:5]=[C:4]([CH:8]([F:10])[F:9])[C:3]=1[C:11]([Cl:16])=[O:13], predict the reactants needed to synthesize it. The reactants are: [Cl:1][C:2]1[N:6]([CH3:7])[N:5]=[C:4]([CH:8]([F:10])[F:9])[C:3]=1[C:11]([OH:13])=O.S(Cl)([Cl:16])=O. (5) Given the product [CH2:31]([C:32]1[NH:28][N:29]=[C:9]([C:3]2[CH:4]=[CH:5][C:6]([CH3:8])=[CH:7][C:2]=2[F:1])[C:10]=1[C:11]1[CH:16]=[CH:15][CH:14]=[CH:13][CH:12]=1)[CH:36]=[CH2:35], predict the reactants needed to synthesize it. The reactants are: [F:1][C:2]1[CH:7]=[C:6]([CH3:8])[CH:5]=[CH:4][C:3]=1[C:9](=O)[CH2:10][C:11]1[CH:16]=[CH:15][CH:14]=[CH:13][CH:12]=1.[Li+].C[Si]([N-][Si](C)(C)C)(C)C.[N:28]1(C(=O)CC=C)[C:32]2C=C[CH:35]=[CH:36][C:31]=2N=[N:29]1.O.NN.